From a dataset of Reaction yield outcomes from USPTO patents with 853,638 reactions. Predict the reaction yield, written as a fraction of the theoretical maximum amount of product (1.0 means a 100% yield; for example, 0.34 means a 34% yield). (1) The reactants are Cl[C:2]1[C:11]2[C:6](=[CH:7][C:8]([CH3:12])=[CH:9][CH:10]=2)[N:5]=[C:4]([C:13]2[CH:18]=[CH:17][CH:16]=[CH:15][C:14]=2[OH:19])[N:3]=1.[CH2:20]([O:27][C:28]([N:30]1[CH2:35][CH2:34][NH:33][CH:32]([CH2:36][OH:37])[CH2:31]1)=[O:29])[C:21]1[CH:26]=[CH:25][CH:24]=[CH:23][CH:22]=1.C(N(CC)CC)C. The catalyst is C(Cl)Cl. The yield is 0.640. The product is [CH2:20]([O:27][C:28]([N:30]1[CH2:35][CH2:34][N:33]([C:2]2[C:11]3[C:6](=[CH:7][C:8]([CH3:12])=[CH:9][CH:10]=3)[N:5]=[C:4]([C:13]3[CH:18]=[CH:17][CH:16]=[CH:15][C:14]=3[OH:19])[N:3]=2)[CH:32]([CH2:36][OH:37])[CH2:31]1)=[O:29])[C:21]1[CH:26]=[CH:25][CH:24]=[CH:23][CH:22]=1. (2) The reactants are [N+:1]([C:4]1[CH:9]=[CH:8][C:7]([C:10]2([C:15]([NH2:17])=[O:16])[CH2:14][CH2:13][CH2:12][CH2:11]2)=[CH:6][CH:5]=1)([O-])=O. The catalyst is CO.[Pd]. The product is [NH2:1][C:4]1[CH:5]=[CH:6][C:7]([C:10]2([C:15]([NH2:17])=[O:16])[CH2:14][CH2:13][CH2:12][CH2:11]2)=[CH:8][CH:9]=1. The yield is 0.890. (3) The reactants are CC1C=C2[C:9](=CC=1[N+]([O-])=O)[NH:8][CH2:7]CC2.C([O-])([O-])=O.[K+].[K+].BrCC(Cl)=O.Br[CH2:27][C:28]([N:30]1[C:39]2[C:34](=[CH:35][C:36]([CH3:43])=[C:37]([N+:40]([O-:42])=[O:41])[CH:38]=2)[CH2:33][CH2:32][CH2:31]1)=[O:29].N(C)C. The catalyst is C1COCC1.O.CCOC(C)=O. The product is [CH3:7][N:8]([CH3:9])[CH2:27][C:28]([N:30]1[C:39]2[C:34](=[CH:35][C:36]([CH3:43])=[C:37]([N+:40]([O-:42])=[O:41])[CH:38]=2)[CH2:33][CH2:32][CH2:31]1)=[O:29]. The yield is 0.720. (4) The reactants are [NH2:1][C:2]1[C:11]2[CH:10]=[CH:9][CH:8]=[C:7](Br)[C:6]=2[N:5]=[C:4]2[CH2:13][N:14]([CH2:17][CH3:18])[C:15](=[O:16])[C:3]=12.B(O)(O)[C:20]1[CH:25]=[N:24][CH:23]=[CH:22][C:21]=1[CH3:26]. The yield is 0.637. The product is [NH2:1][C:2]1[C:11]2[CH:10]=[CH:9][CH:8]=[C:7]([C:22]3[CH:23]=[N:24][CH:25]=[CH:20][C:21]=3[CH3:26])[C:6]=2[N:5]=[C:4]2[CH2:13][N:14]([CH2:17][CH3:18])[C:15](=[O:16])[C:3]=12. No catalyst specified. (5) The product is [C:9]([O:8][CH2:7][CH:6]([C:12]1[CH:17]=[CH:16][C:15]([NH2:18])=[C:14]([Br:26])[CH:13]=1)[CH2:5][O:4][C:1](=[O:3])[CH3:2])(=[O:11])[CH3:10]. The yield is 0.890. The reactants are [C:1]([O:4][CH2:5][CH:6]([C:12]1[CH:17]=[CH:16][C:15]([NH2:18])=[CH:14][CH:13]=1)[CH2:7][O:8][C:9](=[O:11])[CH3:10])(=[O:3])[CH3:2].C1C(=O)N([Br:26])C(=O)C1. The catalyst is C(Cl)Cl. (6) The reactants are C(Cl)(=O)C(Cl)=O.[F:7][C:8]1[CH:13]=[CH:12][C:11]([C:14]2[O:15][C:16]3[CH:25]=[C:24]([N:26]([CH3:31])[S:27]([CH3:30])(=[O:29])=[O:28])[C:23]([C:32]4[CH:37]=[CH:36][CH:35]=[C:34]([C:38](=[O:49])[NH:39][C:40]([C:43]5[CH:48]=[CH:47][CH:46]=[CH:45][CH:44]=5)([CH3:42])[CH3:41])[CH:33]=4)=[CH:22][C:17]=3[C:18]=2[C:19]([OH:21])=O)=[CH:10][CH:9]=1.[CH3:50][N:51](C=O)C.CCN(C(C)C)C(C)C.CN. The catalyst is ClCCCl.CCOC(C)=O. The product is [F:7][C:8]1[CH:13]=[CH:12][C:11]([C:14]2[O:15][C:16]3[CH:25]=[C:24]([N:26]([CH3:31])[S:27]([CH3:30])(=[O:28])=[O:29])[C:23]([C:32]4[CH:37]=[CH:36][CH:35]=[C:34]([C:38](=[O:49])[NH:39][C:40]([C:43]5[CH:44]=[CH:45][CH:46]=[CH:47][CH:48]=5)([CH3:41])[CH3:42])[CH:33]=4)=[CH:22][C:17]=3[C:18]=2[C:19]([NH:51][CH3:50])=[O:21])=[CH:10][CH:9]=1. The yield is 0.200. (7) The reactants are [CH3:1][O:2][C:3]1[CH:38]=[CH:37][C:6]([CH2:7][N:8]2[C:12]3=[N:13][CH:14]=[CH:15][C:16]([O:17][C:18]4[CH:26]=[CH:25][C:21]([C:22](O)=[O:23])=[CH:20][CH:19]=4)=[C:11]3[C:10]([NH:27][C@@H:28]3[CH2:32][CH2:31][N:30]([C:33](=[O:36])[CH2:34][CH3:35])[CH2:29]3)=[N:9]2)=[CH:5][CH:4]=1.[NH2:39][C:40]1[N:45]=[C:44]([OH:46])[CH:43]=[CH:42][N:41]=1. No catalyst specified. The product is [OH:46][C:44]1[CH:43]=[CH:42][N:41]=[C:40]([NH:39][C:22](=[O:23])[C:21]2[CH:25]=[CH:26][C:18]([O:17][C:16]3[CH:15]=[CH:14][N:13]=[C:12]4[N:8]([CH2:7][C:6]5[CH:5]=[CH:4][C:3]([O:2][CH3:1])=[CH:38][CH:37]=5)[N:9]=[C:10]([NH:27][C@@H:28]5[CH2:32][CH2:31][N:30]([C:33](=[O:36])[CH2:34][CH3:35])[CH2:29]5)[C:11]=34)=[CH:19][CH:20]=2)[N:45]=1. The yield is 0.300. (8) The reactants are [Br-].[CH3:2][C:3]1[CH:28]=[CH:27][CH:26]=[C:25]([CH3:29])[C:4]=1[CH2:5][P+](C1C=CC=CC=1)(C1C=CC=CC=1)C1C=CC=CC=1.[CH:30]([C:32]1[CH:33]=[C:34]([CH:39]=[CH:40][CH:41]=1)[C:35]([O:37][CH3:38])=[O:36])=O. No catalyst specified. The product is [CH3:29][C:25]1[CH:26]=[CH:27][CH:28]=[C:3]([CH3:2])[C:4]=1[CH:5]=[CH:30][C:32]1[CH:33]=[C:34]([CH:39]=[CH:40][CH:41]=1)[C:35]([O:37][CH3:38])=[O:36]. The yield is 0.710.